From a dataset of Aqueous solubility values for 9,982 compounds from the AqSolDB database. Regression/Classification. Given a drug SMILES string, predict its absorption, distribution, metabolism, or excretion properties. Task type varies by dataset: regression for continuous measurements (e.g., permeability, clearance, half-life) or binary classification for categorical outcomes (e.g., BBB penetration, CYP inhibition). For this dataset (solubility_aqsoldb), we predict Y. (1) The compound is Cc1ccc(S(=O)(=O)N(C)Cc2ccc(Nc3cc(S(=O)(=O)[O-])c(N)c4c3C(=O)c3ccccc3C4=O)cc2)cc1.[Na+]. The Y is -1.94 log mol/L. (2) The molecule is CCOC(=O)N1CCN(C(=O)OCC)CC1. The Y is -0.729 log mol/L. (3) The molecule is CC1=C2[C@H]3OC(=O)[C@@H](C)[C@@H]3CC[C@@]2(C)C=CC1=O. The Y is -3.09 log mol/L. (4) The compound is O=[Si]([O-])[O-].O=[Si]([O-])[O-].O=[Si]([O-])[O-].[Al+3].[Mg+2].[Na+]. The Y is -5.13 log mol/L. (5) The molecule is CCCl. The Y is -1.05 log mol/L. (6) The compound is COC(=O)c1ccc(NC(C)=O)cc1. The Y is -1.90 log mol/L.